From a dataset of Reaction yield outcomes from USPTO patents with 853,638 reactions. Predict the reaction yield, written as a fraction of the theoretical maximum amount of product (1.0 means a 100% yield; for example, 0.34 means a 34% yield). (1) The reactants are [C:1]1([C@:7]([C:10]([OH:12])=[O:11])([CH3:9])[NH2:8])[CH:6]=[CH:5][CH:4]=[CH:3][CH:2]=1.[OH-].C[NH+](C)C.[C:18]([O:22][C:23](=O)[O:24]C(C)(C)C)([CH3:21])([CH3:20])[CH3:19]. The catalyst is C(#N)C. The product is [C:18]([O:22][C:23]([NH:8][C@@:7]([C:1]1[CH:6]=[CH:5][CH:4]=[CH:3][CH:2]=1)([C:10]([OH:12])=[O:11])[CH3:9])=[O:24])([CH3:21])([CH3:20])[CH3:19]. The yield is 0.780. (2) The reactants are [CH2:1]([O:3][CH:4]=[CH2:5])[CH3:2].[F:6][C:7]([F:18])([F:17])[C:8](O[C:8](=[O:9])[C:7]([F:18])([F:17])[F:6])=[O:9].C([O-])(O)=O.[Na+]. The catalyst is CN(C)C1C=CN=CC=1.C(Cl)Cl. The product is [CH2:4]([O:3][CH:1]=[CH:2][C:8](=[O:9])[C:7]([F:18])([F:17])[F:6])[CH3:5]. The yield is 0.870. (3) The reactants are [Br:1][C:2]1[CH:19]=[CH:18][C:5]([O:6][C:7]2[C:12]([CH3:13])=[CH:11][C:10]([N+:14]([O-])=O)=[C:9]([CH3:17])[CH:8]=2)=[CH:4][CH:3]=1.O.O.[Sn](Cl)Cl.[OH-].[Na+]. The catalyst is O1CCOCC1.Cl. The product is [Br:1][C:2]1[CH:19]=[CH:18][C:5]([O:6][C:7]2[C:12]([CH3:13])=[CH:11][C:10]([NH2:14])=[C:9]([CH3:17])[CH:8]=2)=[CH:4][CH:3]=1. The yield is 0.519. (4) The reactants are [H-].[Na+].[NH:3]1[CH:7]=[N:6][CH:5]=[N:4]1.CS(O[CH2:13][C@@H:14]1[C@@H:23]([CH3:24])[C@H:22]([C:25]([C:27]2[CH:32]=[C:31]([O:33][CH3:34])[CH:30]=[C:29]([O:35][CH3:36])[CH:28]=2)=[O:26])[C@:21]2([CH3:37])[C@H:16]([C:17]([CH3:39])([CH3:38])[CH2:18][CH2:19][CH2:20]2)[CH2:15]1)(=O)=O.C([O-])(O)=O.[Na+]. The catalyst is CN(C=O)C.CCOCC. The product is [CH3:36][O:35][C:29]1[CH:28]=[C:27]([C:25]([C@@H:22]2[C@:21]3([CH3:37])[C@H:16]([C:17]([CH3:39])([CH3:38])[CH2:18][CH2:19][CH2:20]3)[CH2:15][C@H:14]([CH2:13][N:3]3[CH:7]=[N:6][CH:5]=[N:4]3)[C@H:23]2[CH3:24])=[O:26])[CH:32]=[C:31]([O:33][CH3:34])[CH:30]=1. The yield is 0.890. (5) The reactants are P(Cl)(Cl)([Cl:3])=O.[NH:6]1[C:15]2[C:10](=[CH:11][CH:12]=[CH:13][N:14]=2)[CH:9]=[CH:8][C:7]1=O. No catalyst specified. The product is [Cl:3][C:7]1[CH:8]=[CH:9][C:10]2[C:15](=[N:14][CH:13]=[CH:12][CH:11]=2)[N:6]=1. The yield is 0.700. (6) The reactants are [CH2:1]([O:3][C:4](=[O:18])[CH2:5][CH2:6][C:7]([C:10]1[CH:15]=[CH:14][CH:13]=[C:12]([O:16][CH3:17])[CH:11]=1)([CH3:9])[CH3:8])[CH3:2].C1(S(N2C(C3C=CC=CC=3)O2)(=O)=[O:26])C=CC=CC=1.[Cl-].[NH4+]. The catalyst is O1CCCC1.C1(C)C=CC=CC=1. The product is [CH2:1]([O:3][C:4](=[O:18])[CH:5]([OH:26])[CH2:6][C:7]([C:10]1[CH:15]=[CH:14][CH:13]=[C:12]([O:16][CH3:17])[CH:11]=1)([CH3:8])[CH3:9])[CH3:2]. The yield is 0.724. (7) The reactants are [NH2:1][C:2]1[CH:11]=[CH:10][C:5]([C:6]([O:8][CH3:9])=[O:7])=[CH:4][C:3]=1[OH:12].[C:13](C1NC=CN=1)(C1NC=CN=1)=[O:14]. The catalyst is C1COCC1. The yield is 0.560. The product is [O:14]=[C:13]1[NH:1][C:2]2[CH:11]=[CH:10][C:5]([C:6]([O:8][CH3:9])=[O:7])=[CH:4][C:3]=2[O:12]1. (8) The reactants are [F-].C([N+](CCCC)(CCCC)CCCC)CCC.[CH3:19][C:20]1([CH3:49])[NH:29][C@H:28]2[C@H:23]([CH2:24][CH2:25][CH2:26][CH2:27]2)[N:22]([C:30]2[CH:38]=[C:37]3[C:33]([CH:34]=[CH:35][N:36]3[Si](C(C)C)(C(C)C)C(C)C)=[CH:32][CH:31]=2)[CH2:21]1. The catalyst is O1CCCC1. The product is [NH:36]1[C:37]2[C:33](=[CH:32][CH:31]=[C:30]([N:22]3[C@@H:23]4[C@@H:28]([CH2:27][CH2:26][CH2:25][CH2:24]4)[NH:29][C:20]([CH3:49])([CH3:19])[CH2:21]3)[CH:38]=2)[CH:34]=[CH:35]1. The yield is 0.630. (9) The reactants are [CH3:1][C:2]1[CH:3]=[C:4]2[C:9](=[CH:10][CH:11]=1)[CH:8]=[N:7][CH:6]=[CH:5]2.[N+:12]([O-])([O-:14])=[O:13].[K+].[OH-].[Na+]. The catalyst is S(=O)(=O)(O)O. The product is [CH3:1][C:2]1[C:3]([N+:12]([O-:14])=[O:13])=[C:4]2[C:9](=[CH:10][CH:11]=1)[CH:8]=[N:7][CH:6]=[CH:5]2. The yield is 0.710.